From a dataset of Forward reaction prediction with 1.9M reactions from USPTO patents (1976-2016). Predict the product of the given reaction. The product is: [CH3:17][C:18]1([CH3:25])[CH2:23][N:22]([CH2:15][C:12]2[CH:11]=[CH:10][C:9]([C:8]#[C:7][C:1]3[CH:2]=[CH:3][CH:4]=[CH:5][CH:6]=3)=[CH:14][N:13]=2)[C:21](=[O:24])[CH2:20][CH2:19]1. Given the reactants [C:1]1([C:7]#[C:8][C:9]2[CH:10]=[CH:11][C:12]([CH2:15]O)=[N:13][CH:14]=2)[CH:6]=[CH:5][CH:4]=[CH:3][CH:2]=1.[CH3:17][C:18]1([CH3:25])[CH2:23][NH:22][C:21](=[O:24])[CH2:20][CH2:19]1, predict the reaction product.